Task: Predict the reaction yield, written as a fraction of the theoretical maximum amount of product (1.0 means a 100% yield; for example, 0.34 means a 34% yield).. Dataset: Reaction yield outcomes from USPTO patents with 853,638 reactions (1) The reactants are [Cl:1][C:2]1[CH:3]=[C:4]([N:9]2[CH:13]=[C:12]([NH:14][CH2:15][CH2:16][N:17]3[CH2:22][CH2:21][O:20][CH2:19][CH2:18]3)[N:11]=[N:10]2)[CH:5]=[CH:6][C:7]=1[Cl:8].[CH:23](=O)[CH2:24][CH3:25].[BH-](OC(C)=O)(OC(C)=O)OC(C)=O.[Na+]. The catalyst is ClCCCl. The product is [Cl:1][C:2]1[CH:3]=[C:4]([N:9]2[CH:13]=[C:12]([N:14]([CH2:15][CH2:16][N:17]3[CH2:22][CH2:21][O:20][CH2:19][CH2:18]3)[CH2:23][CH2:24][CH3:25])[N:11]=[N:10]2)[CH:5]=[CH:6][C:7]=1[Cl:8]. The yield is 0.630. (2) The reactants are [NH2:1][C@H:2]([C:13]1[CH:18]=[CH:17][CH:16]=[CH:15][CH:14]=1)[CH2:3][NH:4][C:5]([CH:7]1[CH2:12][CH2:11][O:10][CH2:9][CH2:8]1)=O.B.C1COCC1.CO. The catalyst is C1COCC1. The product is [C:13]1([C@@H:2]([NH2:1])[CH2:3][NH:4][CH2:5][CH:7]2[CH2:12][CH2:11][O:10][CH2:9][CH2:8]2)[CH:14]=[CH:15][CH:16]=[CH:17][CH:18]=1. The yield is 0.720. (3) The reactants are Cl.CN.[CH2:4]([N:6](CC)CC)C.[N+:11]([C:14]1[CH:22]=[CH:21][C:17]([C:18](Cl)=[O:19])=[CH:16][CH:15]=1)([O-:13])=[O:12].C(OCC)(=O)C. The catalyst is CCCCCC. The product is [CH3:4][NH:6][C:18](=[O:19])[C:17]1[CH:21]=[CH:22][C:14]([N+:11]([O-:13])=[O:12])=[CH:15][CH:16]=1. The yield is 0.890. (4) The reactants are Cl[C:2]1[N:7]=[C:6]([C:8]2[N:12]3[CH:13]=[CH:14][CH:15]=[CH:16][C:11]3=[N:10][C:9]=2[C:17]2[CH:18]=[CH:19][C:20]([O:34][CH:35]([CH3:37])[CH3:36])=[C:21]([CH:33]=2)[C:22]([NH:24][C:25]2[C:30]([F:31])=[CH:29][CH:28]=[CH:27][C:26]=2[F:32])=[O:23])[CH:5]=[CH:4][N:3]=1.[CH3:38][O:39][C:40]1[CH:46]=[C:45]([N:47]2[CH2:52][CH2:51][CH:50]([N:53]3[CH2:58][CH2:57][N:56]([S:59]([CH3:62])(=[O:61])=[O:60])[CH2:55][CH2:54]3)[CH2:49][CH2:48]2)[CH:44]=[CH:43][C:41]=1[NH2:42].C1(C)C=CC(S(O)(=O)=O)=CC=1. The catalyst is CC(O)C. The product is [F:32][C:26]1[CH:27]=[CH:28][CH:29]=[C:30]([F:31])[C:25]=1[NH:24][C:22](=[O:23])[C:21]1[CH:33]=[C:17]([C:9]2[N:10]=[C:11]3[CH:16]=[CH:15][CH:14]=[CH:13][N:12]3[C:8]=2[C:6]2[CH:5]=[CH:4][N:3]=[C:2]([NH:42][C:41]3[CH:43]=[CH:44][C:45]([N:47]4[CH2:52][CH2:51][CH:50]([N:53]5[CH2:58][CH2:57][N:56]([S:59]([CH3:62])(=[O:61])=[O:60])[CH2:55][CH2:54]5)[CH2:49][CH2:48]4)=[CH:46][C:40]=3[O:39][CH3:38])[N:7]=2)[CH:18]=[CH:19][C:20]=1[O:34][CH:35]([CH3:37])[CH3:36]. The yield is 0.350. (5) The reactants are [NH2:1][C:2]1[CH:3]=[C:4]2[C:20](=[O:21])[NH:19][N:18]=[CH:17][C:6]3=[C:7]([C:11]4[CH:16]=[CH:15][CH:14]=[CH:13][CH:12]=4)[NH:8][C:9]([CH:10]=1)=[C:5]23.[F:22][C:23]1[C:31]([C:32]([F:35])([F:34])[F:33])=[CH:30][CH:29]=[CH:28][C:24]=1[C:25](O)=[O:26].C(N(CC)CC)C.F[P-](F)(F)(F)(F)F.N1(OC(N(C)C)=[N+](C)C)C2N=CC=CC=2N=N1. The catalyst is C(Cl)Cl.CO.CN(C)C=O. The product is [F:22][C:23]1[C:31]([C:32]([F:33])([F:34])[F:35])=[CH:30][CH:29]=[CH:28][C:24]=1[C:25]([NH:1][C:2]1[CH:3]=[C:4]2[C:20](=[O:21])[NH:19][N:18]=[CH:17][C:6]3=[C:7]([C:11]4[CH:12]=[CH:13][CH:14]=[CH:15][CH:16]=4)[NH:8][C:9]([CH:10]=1)=[C:5]23)=[O:26]. The yield is 0.870. (6) The reactants are [NH2:1][C:2]1[CH:10]=[C:9]([Cl:11])[C:8]([C:12]([F:15])([F:14])[F:13])=[CH:7][C:3]=1[C:4](O)=[O:5].C(O)(=O)C.[CH:20](N)=[NH:21]. The catalyst is C(OCCO)C. The product is [Cl:11][C:9]1[CH:10]=[C:2]2[C:3]([C:4]([OH:5])=[N:21][CH:20]=[N:1]2)=[CH:7][C:8]=1[C:12]([F:15])([F:14])[F:13]. The yield is 0.960. (7) The reactants are [Cl:1][C:2]1[C:3]([CH2:13][C:14](Cl)(Cl)Cl)=[C:4]2[C:9](=[CH:10][CH:11]=1)[N:8]=[CH:7][C:6]([CH3:12])=[CH:5]2.C[O-:19].[Na+].OS(O)(=O)=O.[C:26]([O-])(O)=[O:27].[Na+]. The catalyst is CO. The product is [CH3:26][O:27][C:14](=[O:19])[CH2:13][C:3]1[C:2]([Cl:1])=[CH:11][CH:10]=[C:9]2[C:4]=1[CH:5]=[C:6]([CH3:12])[CH:7]=[N:8]2. The yield is 0.670.